From a dataset of Forward reaction prediction with 1.9M reactions from USPTO patents (1976-2016). Predict the product of the given reaction. Given the reactants Cl[C:2]1[C:7]2[S:8][C:9]3[N:10]=[C:11]([C:21]4[CH:25]=[CH:24][O:23][CH:22]=4)[C:12]4[CH2:13][CH2:14][C:15]([CH3:20])([CH3:19])[CH2:16][C:17]=4[C:18]=3[C:6]=2[N:5]=[CH:4][N:3]=1.[N:26]1([CH2:32][CH2:33][NH2:34])[CH2:31][CH2:30][O:29][CH2:28][CH2:27]1, predict the reaction product. The product is: [O:23]1[CH:24]=[CH:25][C:21]([C:11]2[C:12]3[CH2:13][CH2:14][C:15]([CH3:20])([CH3:19])[CH2:16][C:17]=3[C:18]3[C:6]4[C:7](=[C:2]([NH:34][CH2:33][CH2:32][N:26]5[CH2:31][CH2:30][O:29][CH2:28][CH2:27]5)[N:3]=[CH:4][N:5]=4)[S:8][C:9]=3[N:10]=2)=[CH:22]1.